Task: Predict the reactants needed to synthesize the given product.. Dataset: Full USPTO retrosynthesis dataset with 1.9M reactions from patents (1976-2016) (1) Given the product [CH3:25][O:26][C:27]1[CH:32]=[CH:31][C:30]([NH:33][S:34]([CH3:37])(=[O:36])=[O:35])=[CH:29][C:28]=1[C:8]1[CH:13]=[CH:12][C:11]([C@@H:14]2[CH2:16][C@H:15]2[NH:17][C:18](=[O:24])[O:19][C:20]([CH3:23])([CH3:22])[CH3:21])=[CH:10][CH:9]=1, predict the reactants needed to synthesize it. The reactants are: C([O-])([O-])=O.[K+].[K+].Br[C:8]1[CH:13]=[CH:12][C:11]([C@@H:14]2[CH2:16][C@H:15]2[NH:17][C:18](=[O:24])[O:19][C:20]([CH3:23])([CH3:22])[CH3:21])=[CH:10][CH:9]=1.[CH3:25][O:26][C:27]1[CH:32]=[CH:31][C:30]([NH:33][S:34]([CH3:37])(=[O:36])=[O:35])=[CH:29][C:28]=1B1OC(C)(C)C(C)(C)O1. (2) Given the product [C:11]([O:10][C:8](=[O:9])[CH2:7][N:6]1[C:5]2[CH:15]=[CH:16][CH:17]=[CH:18][C:4]=2[N:3]=[C:2]1[SH:1]([CH2:20][CH:21]1[CH2:26][CH2:25][CH2:24][NH:23][CH2:22]1)[C:32](=[O:35])[CH2:38][CH2:39][CH3:41])([CH3:13])([CH3:14])[CH3:12], predict the reactants needed to synthesize it. The reactants are: [SH:1][C:2]1[N:6]([CH2:7][C:8]([O:10][C:11]([CH3:14])([CH3:13])[CH3:12])=[O:9])[C:5]2[CH:15]=[CH:16][CH:17]=[CH:18][C:4]=2[N:3]=1.Cl[CH2:20][CH:21]1[CH2:26][CH2:25][CH2:24][N:23](C(=O)CCC)[CH2:22]1.[C:32]([O-:35])([O-])=O.[K+].[K+].[CH3:38][C:39]([CH3:41])=O. (3) Given the product [CH:22]1([C:20]([N:17]2[CH2:18][CH2:19][C@@H:15]([CH2:14][N:9]3[C:8]([C:5]4[CH:6]=[CH:7][C:2]([C:29]5[CH:30]=[CH:31][C:26]([F:25])=[CH:27][CH:28]=5)=[CH:3][CH:4]=4)=[N:12][NH:11][C:10]3=[O:13])[CH2:16]2)=[O:21])[CH2:24][CH2:23]1, predict the reactants needed to synthesize it. The reactants are: Br[C:2]1[CH:7]=[CH:6][C:5]([C:8]2[N:9]([CH2:14][C@@H:15]3[CH2:19][CH2:18][N:17]([C:20]([CH:22]4[CH2:24][CH2:23]4)=[O:21])[CH2:16]3)[C:10](=[O:13])[NH:11][N:12]=2)=[CH:4][CH:3]=1.[F:25][C:26]1[CH:31]=[CH:30][C:29](B(O)O)=[CH:28][CH:27]=1.[O-]P([O-])([O-])=O.[K+].[K+].[K+].